This data is from Forward reaction prediction with 1.9M reactions from USPTO patents (1976-2016). The task is: Predict the product of the given reaction. (1) Given the reactants [Br:1][C:2]1[CH:10]=[CH:9][C:5]([C:6]([OH:8])=[O:7])=[C:4]([N+:11]([O-:13])=[O:12])[CH:3]=1.[C:14](=O)([O-])[O-].[K+].[K+].COS(OC)(=O)=O, predict the reaction product. The product is: [Br:1][C:2]1[CH:10]=[CH:9][C:5]([C:6]([O:8][CH3:14])=[O:7])=[C:4]([N+:11]([O-:13])=[O:12])[CH:3]=1. (2) Given the reactants Br[C:2]1[N:3]=[CH:4][C:5]2[N:6]([CH:8]=[C:9]([C:11]3[CH:16]=[CH:15][C:14]([F:17])=[CH:13][CH:12]=3)[N:10]=2)[CH:7]=1.[OH-:18].[Na+].[CH3:20]O, predict the reaction product. The product is: [F:17][C:14]1[CH:15]=[CH:16][C:11]([C:9]2[N:10]=[C:5]3[CH:4]=[N:3][C:2]([O:18][CH3:20])=[CH:7][N:6]3[CH:8]=2)=[CH:12][CH:13]=1.